Dataset: Reaction yield outcomes from USPTO patents with 853,638 reactions. Task: Predict the reaction yield, written as a fraction of the theoretical maximum amount of product (1.0 means a 100% yield; for example, 0.34 means a 34% yield). (1) The reactants are [O:1]1[C:5]2[CH:6]=[CH:7][CH:8]=[CH:9][C:4]=2[CH:3]=[C:2]1[C:10]1[C:18]2[C:13](=[CH:14][CH:15]=[C:16]([C:19](O)=[O:20])[CH:17]=2)[N:12](C2CCCCO2)[N:11]=1.F[P-](F)(F)(F)(F)F.N1(OC(N(C)C)=[N+](C)C)C2C=CC=CC=2N=N1.[CH2:52]([NH2:56])[CH:53]([CH3:55])[CH3:54]. The yield is 0.190. The product is [O:1]1[C:5]2[CH:6]=[CH:7][CH:8]=[CH:9][C:4]=2[CH:3]=[C:2]1[C:10]1[C:18]2[C:13](=[CH:14][CH:15]=[C:16]([C:19]([NH:56][CH2:52][CH:53]([CH3:55])[CH3:54])=[O:20])[CH:17]=2)[NH:12][N:11]=1. No catalyst specified. (2) The reactants are [CH:1]([N:4]1[C:8]([C:9]2[N:18]=[C:17]3[N:11]([CH2:12][CH2:13][O:14][C:15]4[CH:22]=[C:21](O)[N:20]=[CH:19][C:16]=43)[CH:10]=2)=[N:7][CH:6]=[N:5]1)([CH3:3])[CH3:2].[NH:24]1[CH2:29][CH2:28][O:27][CH2:26][CH2:25]1. No catalyst specified. The product is [CH:1]([N:4]1[C:8]([C:9]2[N:18]=[C:17]3[C:16]4[CH:19]=[N:20][C:21]([N:24]5[CH2:29][CH2:28][O:27][CH2:26][CH2:25]5)=[CH:22][C:15]=4[O:14][CH2:13][CH2:12][N:11]3[CH:10]=2)=[N:7][CH:6]=[N:5]1)([CH3:3])[CH3:2]. The yield is 0.440.